This data is from Forward reaction prediction with 1.9M reactions from USPTO patents (1976-2016). The task is: Predict the product of the given reaction. (1) Given the reactants [NH2:1][CH2:2][CH2:3][S:4]([OH:7])(=[O:6])=[O:5].[CH2:8]([O:15][C:16](Cl)=[O:17])[C:9]1[CH:14]=[CH:13][CH:12]=[CH:11][CH:10]=1.C(=O)(O)[O-].[Na+:23], predict the reaction product. The product is: [Na+:23].[CH2:8]([O:15][C:16]([NH:1][CH2:2][CH2:3][S:4]([O-:7])(=[O:6])=[O:5])=[O:17])[C:9]1[CH:14]=[CH:13][CH:12]=[CH:11][CH:10]=1. (2) The product is: [CH:1]1([N:7]2[C:15]3[C:14](=[O:16])[NH:13][C:12]([C:17]4[CH:24]=[CH:23][C:20]([CH2:21][N:32]5[CH2:33][CH2:34][N:29]([CH3:28])[CH2:30][CH2:31]5)=[CH:19][C:18]=4[O:25][CH3:26])=[N:11][C:10]=3[C:9]([CH3:27])=[N:8]2)[CH2:2][CH2:3][CH2:4][CH2:5][CH2:6]1. Given the reactants [CH:1]1([N:7]2[C:15]3[C:14](=[O:16])[NH:13][C:12]([C:17]4[CH:24]=[CH:23][C:20]([CH:21]=O)=[CH:19][C:18]=4[O:25][CH3:26])=[N:11][C:10]=3[C:9]([CH3:27])=[N:8]2)[CH2:6][CH2:5][CH2:4][CH2:3][CH2:2]1.[CH3:28][N:29]1[CH2:34][CH2:33][NH:32][CH2:31][CH2:30]1.C(O[BH-](OC(=O)C)OC(=O)C)(=O)C.[Na+].C(=O)([O-])O.[Na+], predict the reaction product. (3) Given the reactants [F:1][C:2]1[C:14]2[N:13]([C:15]3[CH:20]=[CH:19][CH:18]=[CH:17][C:16]=3[N+:21]([O-])=O)[C:12]3[C:7](=[CH:8][CH:9]=[CH:10][CH:11]=3)[C:6]=2[CH:5]=[CH:4][CH:3]=1.[OH-].[Na+], predict the reaction product. The product is: [F:1][C:2]1[C:14]2[N:13]([C:15]3[CH:20]=[CH:19][CH:18]=[CH:17][C:16]=3[NH2:21])[C:12]3[C:7](=[CH:8][CH:9]=[CH:10][CH:11]=3)[C:6]=2[CH:5]=[CH:4][CH:3]=1. (4) The product is: [OH:23][C:20]1[CH:19]=[CH:18][C:17]([CH2:16][C@@H:15]([O:24][C:25]2[CH:26]=[CH:27][C:28]([CH:31]([CH3:32])[CH3:33])=[CH:29][CH:30]=2)[C:14]([OH:34])=[O:35])=[CH:22][CH:21]=1. Given the reactants C([C@@H]1COC(=O)N1[C:14](=[O:34])[C@H:15]([O:24][C:25]1[CH:30]=[CH:29][C:28]([CH:31]([CH3:33])[CH3:32])=[CH:27][CH:26]=1)[CH2:16][C:17]1[CH:22]=[CH:21][C:20]([OH:23])=[CH:19][CH:18]=1)C1C=CC=CC=1.[OH-:35].[Li+].OO, predict the reaction product.